Dataset: hERG Central: cardiac toxicity at 1µM, 10µM, and general inhibition. Task: Predict hERG channel inhibition at various concentrations. The compound is Brc1nnc2n1-c1ccccc1Sc1ccccc1-2. Results: hERG_inhib (hERG inhibition (general)): blocker.